From a dataset of Full USPTO retrosynthesis dataset with 1.9M reactions from patents (1976-2016). Predict the reactants needed to synthesize the given product. (1) Given the product [Cl:1][C:2]1[CH:7]=[CH:6][CH:5]=[CH:4][C:3]=1[C:8](=[O:13])[C:9](=[O:11])[CH3:10], predict the reactants needed to synthesize it. The reactants are: [Cl:1][C:2]1[CH:7]=[CH:6][CH:5]=[CH:4][C:3]=1[CH2:8][C:9](=[O:11])[CH3:10].[Cr](Cl)([O-])(=O)=[O:13].[NH+]1C=CC=CC=1.N1C=CC=CC=1. (2) Given the product [CH:27]12[CH2:16][CH:15]([N:17]([C:20]([N:6]3[C:7]4[C:3](=[C:2]([Br:1])[CH:10]=[C:9]([C:11]([F:12])([F:13])[F:14])[CH:8]=4)[CH2:4][CH2:5]3)=[O:35])[CH2:18]1)[CH2:29][O:28]2, predict the reactants needed to synthesize it. The reactants are: [Br:1][C:2]1[CH:10]=[C:9]([C:11]([F:14])([F:13])[F:12])[CH:8]=[C:7]2[C:3]=1[CH2:4][CH2:5][NH:6]2.[CH2:15]([N:17]([CH2:20]C)[CH2:18]C)[CH3:16].ClC(O[C:27](=O)[O:28][C:29](Cl)(Cl)Cl)(Cl)Cl.C(=O)([O-])[OH:35].[Na+]. (3) Given the product [Br:1][C:2]1[CH:3]=[CH:4][C:5]([CH2:8][CH2:9][N:32]2[C:33](=[O:35])[CH2:34][O:30][C:31]2=[O:36])=[CH:6][CH:7]=1, predict the reactants needed to synthesize it. The reactants are: [Br:1][C:2]1[CH:7]=[CH:6][C:5]([CH2:8][CH2:9]O)=[CH:4][CH:3]=1.C1(P(C2C=CC=CC=2)C2C=CC=CC=2)C=CC=CC=1.[O:30]1[CH2:34][C:33](=[O:35])[NH:32][C:31]1=[O:36].N(C(OC(C)C)=O)=NC(OC(C)C)=O. (4) Given the product [Cl:1][C:2]1[CH:3]=[C:4]([C@@H:8]([CH2:24][CH:25]=[CH2:26])[C@:9]([NH:17][S@@:18]([C:20]([CH3:21])([CH3:22])[CH3:23])=[O:19])([C:10]2[CH:15]=[CH:14][C:13]([Cl:16])=[CH:12][CH:11]=2)[CH3:27])[CH:5]=[CH:6][CH:7]=1, predict the reactants needed to synthesize it. The reactants are: [Cl:1][C:2]1[CH:3]=[C:4]([C@@H:8]([CH2:24][CH:25]=[CH2:26])[C:9](=[N:17][S@@:18]([C:20]([CH3:23])([CH3:22])[CH3:21])=[O:19])[C:10]2[CH:15]=[CH:14][C:13]([Cl:16])=[CH:12][CH:11]=2)[CH:5]=[CH:6][CH:7]=1.[CH3:27][Li]. (5) Given the product [C:1]([O:5][CH:6]([O:20][C:19]([C:9]1[C:18]2[C:13](=[CH:14][CH:15]=[CH:16][CH:17]=2)[CH:12]=[CH:11][CH:10]=1)=[O:21])[CH3:7])(=[O:4])[CH:2]=[CH2:3], predict the reactants needed to synthesize it. The reactants are: [C:1]([O:5][CH2:6][CH2:7]O)(=[O:4])[CH:2]=[CH2:3].[C:9]1([C:19]([OH:21])=[O:20])[C:18]2[C:13](=[CH:14][CH:15]=[CH:16][CH:17]=2)[CH:12]=[CH:11][CH:10]=1.C(Cl)CCl. (6) Given the product [Br:1][C:2]1[CH:7]=[CH:6][C:5]([CH:8]([C:10]2[CH:15]=[CH:14][CH:13]=[CH:12][CH:11]=2)[C:19]([CH3:21])([CH3:20])[C:18]([O:17][CH3:16])=[O:22])=[CH:4][CH:3]=1, predict the reactants needed to synthesize it. The reactants are: [Br:1][C:2]1[CH:7]=[CH:6][C:5]([CH:8]([C:10]2[CH:15]=[CH:14][CH:13]=[CH:12][CH:11]=2)O)=[CH:4][CH:3]=1.[CH3:16][O:17][C:18]([O:22][Si](C)(C)C)=[C:19]([CH3:21])[CH3:20]. (7) Given the product [Br:8][C:3]1[CH:4]=[CH:5][CH:6]=[CH:7][C:2]=1[Sn:15]([CH2:20][CH2:21][CH2:22][CH3:23])([CH2:24][CH2:25][CH2:26][CH3:27])[CH2:16][CH2:17][CH2:18][CH3:19], predict the reactants needed to synthesize it. The reactants are: Br[C:2]1[CH:7]=[CH:6][CH:5]=[CH:4][C:3]=1[Br:8].[Li]CCCC.Cl[Sn:15]([CH2:24][CH2:25][CH2:26][CH3:27])([CH2:20][CH2:21][CH2:22][CH3:23])[CH2:16][CH2:17][CH2:18][CH3:19]. (8) Given the product [Cl:24][C:20]1[CH:19]=[C:18]([NH:17][C:16]([N:13]2[CH2:14][CH2:15][C:10]3[NH:9][N:8]=[C:7]([C:32]4[CH:33]=[N:28][CH:29]=[N:30][CH:31]=4)[C:11]=3[CH2:12]2)=[O:25])[CH:23]=[CH:22][CH:21]=1, predict the reactants needed to synthesize it. The reactants are: FC(F)(F)S(O[C:7]1[C:11]2[CH2:12][N:13]([C:16](=[O:25])[NH:17][C:18]3[CH:23]=[CH:22][CH:21]=[C:20]([Cl:24])[CH:19]=3)[CH2:14][CH2:15][C:10]=2[NH:9][N:8]=1)(=O)=O.[N:28]1[CH:33]=[C:32](B(O)O)[CH:31]=[N:30][CH:29]=1.[O-]P([O-])([O-])=O.[K+].[K+].[K+].O. (9) Given the product [CH2:6]([C:8]1([CH2:16][O:17][CH2:18][C:19]2([CH2:27][CH3:28])[CH2:24][O:23][C:22](=[CH:25][CH3:26])[O:21][CH2:20]2)[CH2:13][O:12][C:11](=[CH:14][CH3:15])[O:10][CH2:9]1)[CH3:7], predict the reactants needed to synthesize it. The reactants are: CCCCC.[CH2:6]([C:8]1([CH2:16][O:17][CH2:18][C:19]2([CH2:27][CH3:28])[CH2:24][O:23][CH:22]([CH:25]=[CH2:26])[O:21][CH2:20]2)[CH2:13][O:12][CH:11]([CH:14]=[CH2:15])[O:10][CH2:9]1)[CH3:7]. (10) Given the product [S:18]1[CH:19]=[CH:20][N:21]=[CH:17]1.[C:6]1([CH3:13])[CH:7]=[C:8]([CH3:12])[CH:9]=[C:10]([CH3:11])[C:5]=1[BH2:4], predict the reactants needed to synthesize it. The reactants are: B.CO[B:4](OC)[C:5]1[C:10]([CH3:11])=[CH:9][C:8]([CH3:12])=[CH:7][C:6]=1[CH3:13].Br[C:17]1[S:18][C:19](Br)=[CH:20][N:21]=1.[Mg].